Task: Predict the product of the given reaction.. Dataset: Forward reaction prediction with 1.9M reactions from USPTO patents (1976-2016) Given the reactants [CH3:1][N:2]1[C:6]2=[CH:7][CH:8]=[C:9]3[C:18]([N:17]=[C:16]4[C:11]([CH:12]=[CH:13][CH:14]=[C:15]4[C:19](O)=[O:20])=[N:10]3)=[C:5]2[CH:4]=[CH:3]1.[CH3:22][N:23]([CH3:27])[CH2:24][CH2:25][NH2:26], predict the reaction product. The product is: [CH3:22][N:23]([CH3:27])[CH2:24][CH2:25][NH:26][C:19]([C:15]1[C:16]2[C:11](=[N:10][C:9]3[C:18]([N:17]=2)=[C:5]2[CH:4]=[CH:3][N:2]([CH3:1])[C:6]2=[CH:7][CH:8]=3)[CH:12]=[CH:13][CH:14]=1)=[O:20].